This data is from Forward reaction prediction with 1.9M reactions from USPTO patents (1976-2016). The task is: Predict the product of the given reaction. (1) Given the reactants B(C1CCCCC1)[CH:2]1[CH2:7]CCC[CH2:3]1.C#CCCCC.[Zn](CC)CC.C(=O)CC.CC(O[C:33]([C@H:35](O)[C@@H:36]([OH:43])[C:37]([O:39][CH:40]([CH3:42])C)=O)=O)C, predict the reaction product. The product is: [CH2:42]([CH:40]1[O:39][CH:37]1[CH:36]([OH:43])[CH2:35][CH3:33])[CH2:3][CH2:2][CH3:7]. (2) Given the reactants [CH:1]1([C:4]2[C:5]([N:24]([CH2:29][C:30]3[CH:35]=[CH:34][C:33]([O:36][CH3:37])=[CH:32][CH:31]=3)[S:25]([CH3:28])(=[O:27])=[O:26])=[CH:6][C:7]3[O:11][C:10]([C:12]4[CH:17]=[CH:16][C:15]([F:18])=[CH:14][CH:13]=4)=[C:9]([C:19](=[N:21][OH:22])[NH2:20])[C:8]=3[CH:23]=2)[CH2:3][CH2:2]1.[C:38](C1NC=CN=1)(C1NC=CN=1)=[O:39].N12CCCN=C1CCCCC2, predict the reaction product. The product is: [CH:1]1([C:4]2[C:5]([N:24]([CH2:29][C:30]3[CH:31]=[CH:32][C:33]([O:36][CH3:37])=[CH:34][CH:35]=3)[S:25]([CH3:28])(=[O:26])=[O:27])=[CH:6][C:7]3[O:11][C:10]([C:12]4[CH:17]=[CH:16][C:15]([F:18])=[CH:14][CH:13]=4)=[C:9]([C:19]4[NH:20][C:38](=[O:39])[O:22][N:21]=4)[C:8]=3[CH:23]=2)[CH2:3][CH2:2]1.